From a dataset of Forward reaction prediction with 1.9M reactions from USPTO patents (1976-2016). Predict the product of the given reaction. (1) Given the reactants [CH2:1]([O:3][C:4](=[O:13])[C:5]1[CH:10]=[CH:9][C:8]([NH:11][NH2:12])=[CH:7][CH:6]=1)[CH3:2].[CH3:14][CH:15]([CH3:21])[C:16](=O)[CH2:17][C:18]#[N:19], predict the reaction product. The product is: [NH2:19][C:18]1[N:11]([C:8]2[CH:9]=[CH:10][C:5]([C:4]([O:3][CH2:1][CH3:2])=[O:13])=[CH:6][CH:7]=2)[N:12]=[C:16]([CH:15]([CH3:21])[CH3:14])[CH:17]=1. (2) Given the reactants C(OC([N:8]1[CH2:12][CH2:11][CH2:10][C@H:9]1[C:13]1[NH:14][C:15]([C:18]2[CH:19]=[C:20]3[C:25](=[CH:26][CH:27]=2)[CH:24]=[C:23]([C:28]2[CH:33]=[CH:32][C:31]([C:34]4[NH:38][C:37]([C@@H:39]5[CH:43]=[C:42]([CH3:44])[CH2:41][N:40]5C(OC(C)(C)C)=O)=[N:36][CH:35]=4)=[CH:30][CH:29]=2)[CH:22]=[CH:21]3)=[CH:16][N:17]=1)=O)(C)(C)C.C(O)(C(F)(F)F)=O, predict the reaction product. The product is: [CH3:44][C:42]1[CH2:41][NH:40][C@H:39]([C:37]2[NH:38][C:34]([C:31]3[CH:32]=[CH:33][C:28]([C:23]4[CH:22]=[CH:21][C:20]5[C:25](=[CH:26][CH:27]=[C:18]([C:15]6[NH:14][C:13]([C@@H:9]7[CH2:10][CH2:11][CH2:12][NH:8]7)=[N:17][CH:16]=6)[CH:19]=5)[CH:24]=4)=[CH:29][CH:30]=3)=[CH:35][N:36]=2)[CH:43]=1. (3) The product is: [CH2:7]([O:14][C:15](=[O:38])[C:16]([O:20][C:21]1[CH:26]=[CH:25][CH:24]=[C:23]([CH2:27][CH2:28][NH:29][CH2:30][CH2:31][CH2:32][CH2:33][CH2:34][CH2:35][CH3:36])[CH:22]=1)([CH3:19])[CH2:17][CH3:18])[C:8]1[CH:13]=[CH:12][CH:11]=[CH:10][CH:9]=1. Given the reactants B.O1CCCC1.[CH2:7]([O:14][C:15](=[O:38])[C:16]([O:20][C:21]1[CH:26]=[CH:25][CH:24]=[C:23]([CH2:27][CH2:28][NH:29][C:30](=O)[CH2:31][CH2:32][CH2:33][CH2:34][CH2:35][CH3:36])[CH:22]=1)([CH3:19])[CH2:17][CH3:18])[C:8]1[CH:13]=[CH:12][CH:11]=[CH:10][CH:9]=1.Cl.[OH-].[Na+], predict the reaction product. (4) Given the reactants CN(C)/[CH:3]=[CH:4]/[C:5]([C:7]1[C:12](=[O:13])[CH:11]=[CH:10][N:9]([C:14]2[CH:19]=[CH:18][C:17]([S:20]([C:23]([F:26])([F:25])[F:24])(=[O:22])=[O:21])=[CH:16][CH:15]=2)[N:8]=1)=O.[N:28]1[C:37]2[C:32](=[C:33]([NH:38][NH2:39])[CH:34]=[CH:35][CH:36]=2)[CH:31]=[CH:30][CH:29]=1, predict the reaction product. The product is: [N:28]1[C:37]2[C:32](=[C:33]([N:38]3[C:5]([C:7]4[C:12](=[O:13])[CH:11]=[CH:10][N:9]([C:14]5[CH:19]=[CH:18][C:17]([S:20]([C:23]([F:26])([F:24])[F:25])(=[O:22])=[O:21])=[CH:16][CH:15]=5)[N:8]=4)=[CH:4][CH:3]=[N:39]3)[CH:34]=[CH:35][CH:36]=2)[CH:31]=[CH:30][CH:29]=1. (5) Given the reactants [C:1]1(=[O:10])[C:9]2[C:4](=[CH:5][CH:6]=[CH:7][CH:8]=2)[CH2:3][O:2]1.[N+:11]([O-])([O-:13])=[O:12].[K+], predict the reaction product. The product is: [N+:11]([C:7]1[CH:8]=[C:9]2[C:4]([CH2:3][O:2][C:1]2=[O:10])=[CH:5][CH:6]=1)([O-:13])=[O:12].